From a dataset of Cav3 T-type calcium channel HTS with 100,875 compounds. Binary Classification. Given a drug SMILES string, predict its activity (active/inactive) in a high-throughput screening assay against a specified biological target. (1) The compound is o1nc(cc1C(C)C)C(=O)Nc1nn(Cc2ccc(cc2)C)cc1. The result is 0 (inactive). (2) The molecule is O(\N=C\c1cc([N+]([O-])=O)ccc1)C(C(=O)Nc1ccc(NC(=O)C)cc1)C. The result is 0 (inactive). (3) The molecule is o1c(c(C(=O)Nc2cc(cc(c2)C(OC)=O)C(OC)=O)cc1)C. The result is 0 (inactive).